From a dataset of Reaction yield outcomes from USPTO patents with 853,638 reactions. Predict the reaction yield, written as a fraction of the theoretical maximum amount of product (1.0 means a 100% yield; for example, 0.34 means a 34% yield). (1) The reactants are [Cl:1][C:2]1[CH:15]=[CH:14][C:5]([O:6][C:7]2[CH:12]=[CH:11][CH:10]=[CH:9][C:8]=2[NH2:13])=[CH:4][CH:3]=1.[CH:16]1([C:21]([N:23]2[CH2:28][CH2:27][C:26](=O)[CH2:25][CH2:24]2)=[O:22])[CH2:20][CH2:19][CH2:18][CH2:17]1.C(O)(=O)C.C(O[BH-](OC(=O)C)OC(=O)C)(=O)C.[Na+]. The catalyst is ClCCCl. The product is [Cl:1][C:2]1[CH:15]=[CH:14][C:5]([O:6][C:7]2[CH:12]=[CH:11][CH:10]=[CH:9][C:8]=2[NH:13][CH:26]2[CH2:27][CH2:28][N:23]([C:21]([CH:16]3[CH2:20][CH2:19][CH2:18][CH2:17]3)=[O:22])[CH2:24][CH2:25]2)=[CH:4][CH:3]=1. The yield is 0.430. (2) The reactants are [F:1][C:2]1[CH:7]=[C:6]([I:8])[CH:5]=[CH:4][C:3]=1[NH:9][N:10]=[C:11]([C:16](=[O:20])[CH2:17][O:18][CH3:19])[C:12]([O:14][CH3:15])=[O:13].O.[CH3:22]OC(OC)N(C)C. No catalyst specified. The product is [F:1][C:2]1[CH:7]=[C:6]([I:8])[CH:5]=[CH:4][C:3]=1[N:9]1[CH:22]=[C:17]([O:18][CH3:19])[C:16](=[O:20])[C:11]([C:12]([O:14][CH3:15])=[O:13])=[N:10]1. The yield is 0.590.